Dataset: Forward reaction prediction with 1.9M reactions from USPTO patents (1976-2016). Task: Predict the product of the given reaction. (1) Given the reactants [N:1]([CH2:4][CH:5]1[CH2:9][N:8]([C:10]2[CH:11]=[N:12][N:13]3[CH2:18][C@H:17]([CH3:19])[N:16]([C:20]([O:22][C:23]([CH3:26])([CH3:25])[CH3:24])=[O:21])[CH2:15][C:14]=23)[C:7](=[O:27])[CH2:6]1)=[N+]=[N-], predict the reaction product. The product is: [NH2:1][CH2:4][CH:5]1[CH2:9][N:8]([C:10]2[CH:11]=[N:12][N:13]3[CH2:18][C@H:17]([CH3:19])[N:16]([C:20]([O:22][C:23]([CH3:26])([CH3:25])[CH3:24])=[O:21])[CH2:15][C:14]=23)[C:7](=[O:27])[CH2:6]1. (2) Given the reactants I[C:2]1[CH:3]=[C:4]([CH2:8][C@H:9]([NH:18][C:19](=[O:25])[O:20][C:21]([CH3:24])([CH3:23])[CH3:22])[C:10](=[O:17])[N:11]2[CH2:16][CH2:15][CH2:14][CH2:13][CH2:12]2)[CH:5]=[CH:6][CH:7]=1.[C:26]([O:32][C:33]([CH3:36])([CH3:35])[CH3:34])(=[O:31])[CH2:27][CH2:28][C:29]#[CH:30].C(N(CC)CC)C.C(Cl)Cl, predict the reaction product. The product is: [C:21]([O:20][C:19]([NH:18][C@H:9]([C:10](=[O:17])[N:11]1[CH2:16][CH2:15][CH2:14][CH2:13][CH2:12]1)[CH2:8][C:4]1[CH:3]=[C:2]([C:30]#[C:29][CH2:28][CH2:27][C:26]([O:32][C:33]([CH3:36])([CH3:35])[CH3:34])=[O:31])[CH:7]=[CH:6][CH:5]=1)=[O:25])([CH3:24])([CH3:23])[CH3:22]. (3) The product is: [Br:16][CH2:12][C:11]1[C:10]([N+:13]([O-:15])=[O:14])=[CH:9][C:4]([C:5]([O:7][CH3:8])=[O:6])=[CH:3][C:2]=1[Cl:1]. Given the reactants [Cl:1][C:2]1[CH:3]=[C:4]([CH:9]=[C:10]([N+:13]([O-:15])=[O:14])[C:11]=1[CH3:12])[C:5]([O:7][CH3:8])=[O:6].[Br:16]N1C(=O)CCC1=O, predict the reaction product. (4) Given the reactants [O:1]1[C:6]2[CH:7]=[CH:8][C:9]([CH2:11][NH:12][C:13]3[CH:18]=[CH:17][CH:16]=[C:15]([C:19]4[NH:23][N:22]=[N:21][N:20]=4)[CH:14]=3)=[CH:10][C:5]=2[O:4][CH2:3][CH2:2]1.[C:24](Cl)(=[O:29])[CH2:25][CH2:26][CH2:27][CH3:28], predict the reaction product. The product is: [O:1]1[C:6]2[CH:7]=[CH:8][C:9]([CH2:11][N:12]([C:13]3[CH:18]=[CH:17][CH:16]=[C:15]([C:19]4[NH:23][N:22]=[N:21][N:20]=4)[CH:14]=3)[C:24](=[O:29])[CH2:25][CH2:26][CH2:27][CH3:28])=[CH:10][C:5]=2[O:4][CH2:3][CH2:2]1. (5) Given the reactants [CH3:1][O:2][C:3]1[CH:8]=[C:7]([CH:9]2[CH2:11][O:10]2)[N:6]=[CH:5][C:4]=1[C:12]#[N:13].[N:14]1([C:20]([O:22][C:23]([CH3:26])([CH3:25])[CH3:24])=[O:21])[CH2:19][CH2:18][NH:17][CH2:16][CH2:15]1, predict the reaction product. The product is: [C:12]([C:4]1[C:3]([O:2][CH3:1])=[CH:8][C:7]([CH:9]([OH:10])[CH2:11][N:17]2[CH2:16][CH2:15][N:14]([C:20]([O:22][C:23]([CH3:26])([CH3:25])[CH3:24])=[O:21])[CH2:19][CH2:18]2)=[N:6][CH:5]=1)#[N:13]. (6) Given the reactants [Si]([O:8][CH2:9][C:10]1([C:26]2[CH:31]=[CH:30][CH:29]=[CH:28][CH:27]=2)[CH:14]=[C:13]([C:15]2[CH:20]=[C:19]([F:21])[CH:18]=[CH:17][C:16]=2[F:22])[CH2:12][N:11]1[C:23](Cl)=[O:24])(C(C)(C)C)(C)C.[NH2:32][CH:33]1[CH2:38][CH2:37][CH2:36][N:35](C(OC(C)(C)C)=O)[CH2:34]1.[CH2:46](N(CC)CC)C.CI.[H-].[Na+], predict the reaction product. The product is: [F:22][C:16]1[CH:17]=[CH:18][C:19]([F:21])=[CH:20][C:15]=1[C:13]1[CH2:12][N:11]([C:23]([N:32]([CH3:46])[CH:33]2[CH2:38][CH2:37][CH2:36][NH:35][CH2:34]2)=[O:24])[C:10]([CH2:9][OH:8])([C:26]2[CH:27]=[CH:28][CH:29]=[CH:30][CH:31]=2)[CH:14]=1. (7) Given the reactants [Br:1][C:2]1[CH:7]=[CH:6][C:5]([CH:8]=[O:9])=[CH:4][N:3]=1.O.[C:11]1(C)C=CC(S(O)(=O)=O)=CC=1.[C:22](=[O:25])(O)[O-].[Na+], predict the reaction product. The product is: [Br:1][C:2]1[CH:7]=[CH:6][C:5]([CH:8]([O:25][CH3:22])[O:9][CH3:11])=[CH:4][N:3]=1. (8) Given the reactants [N:1]1([CH:7]2[CH2:12][CH2:11][N:10]([C:13]([C:15]3[CH:16]=[C:17]4[C:21](=[CH:22][CH:23]=3)[NH:20][C:19]([C:24]([N:26]3[CH2:31][CH2:30][C:29]([F:33])([F:32])[CH2:28][CH2:27]3)=[O:25])=[CH:18]4)=[O:14])[CH2:9][CH2:8]2)[CH2:6][CH2:5][CH2:4][CH2:3][CH2:2]1.[F:34][C:35]([F:46])([F:45])[C:36]1[CH:37]=[C:38](B(O)O)[CH:39]=[CH:40][CH:41]=1.N1C=CC=CC=1, predict the reaction product. The product is: [N:1]1([CH:7]2[CH2:12][CH2:11][N:10]([C:13]([C:15]3[CH:16]=[C:17]4[C:21](=[CH:22][CH:23]=3)[N:20]([C:40]3[CH:39]=[CH:38][CH:37]=[C:36]([C:35]([F:46])([F:45])[F:34])[CH:41]=3)[C:19]([C:24]([N:26]3[CH2:31][CH2:30][C:29]([F:33])([F:32])[CH2:28][CH2:27]3)=[O:25])=[CH:18]4)=[O:14])[CH2:9][CH2:8]2)[CH2:2][CH2:3][CH2:4][CH2:5][CH2:6]1. (9) Given the reactants [CH3:1][C:2]1[N:6]=[C:5]([N:7]2[CH2:12][CH2:11][C:10](=O)[CH2:9][CH2:8]2)[S:4][N:3]=1.[F:14][C:15]1[CH:16]=[C:17]([CH:25]=[C:26]([F:29])[C:27]=1[F:28])[CH2:18][N:19]1[CH:23]=[N:22][C:21]([NH2:24])=[N:20]1, predict the reaction product. The product is: [CH3:1][C:2]1[N:6]=[C:5]([N:7]2[CH2:12][CH2:11][CH:10]([NH:24][C:21]3[N:22]=[CH:23][N:19]([CH2:18][C:17]4[CH:25]=[C:26]([F:29])[C:27]([F:28])=[C:15]([F:14])[CH:16]=4)[N:20]=3)[CH2:9][CH2:8]2)[S:4][N:3]=1. (10) Given the reactants [Cl:1][C:2]1[CH:9]=[CH:8][C:5]([CH:6]=O)=[C:4]([CH3:10])[CH:3]=1.Cl.CN.C([O-])(=O)C.[Na+].[N+:19]([CH3:22])([O-:21])=[O:20], predict the reaction product. The product is: [Cl:1][C:2]1[CH:9]=[CH:8][C:5]([CH:6]=[CH:22][N+:19]([O-:21])=[O:20])=[C:4]([CH3:10])[CH:3]=1.